Dataset: Forward reaction prediction with 1.9M reactions from USPTO patents (1976-2016). Task: Predict the product of the given reaction. Given the reactants Cl.[CH2:2]([N:4]=[C:5]=NCCCN(C)C)C.O.ON1C2C=CC=CC=2N=N1.CNC.[F:27][C:28]1[CH:29]=[CH:30][C:31]([C:37]([F:40])([F:39])[F:38])=[C:32]([CH:36]=1)[C:33](O)=[O:34].[Cl-].[NH4+], predict the reaction product. The product is: [F:27][C:28]1[CH:29]=[CH:30][C:31]([C:37]([F:40])([F:39])[F:38])=[C:32]([CH:36]=1)[C:33]([N:4]([CH3:5])[CH3:2])=[O:34].